From a dataset of Catalyst prediction with 721,799 reactions and 888 catalyst types from USPTO. Predict which catalyst facilitates the given reaction. (1) Reactant: B.C1COCC1.[CH2:7]([O:9][C:10]([C@@H:12]1[CH2:14][C@H:13]1[C:15]([OH:17])=O)=[O:11])[CH3:8].[C:18]([Si:22](Cl)([C:29]1[CH:34]=[CH:33][CH:32]=[CH:31][CH:30]=1)[C:23]1[CH:28]=[CH:27][CH:26]=[CH:25][CH:24]=1)([CH3:21])([CH3:20])[CH3:19].N1C=CN=C1. Product: [Si:22]([O:17][CH2:15][C@@H:13]1[CH2:14][C@H:12]1[C:10]([O:9][CH2:7][CH3:8])=[O:11])([C:18]([CH3:21])([CH3:20])[CH3:19])([C:29]1[CH:30]=[CH:31][CH:32]=[CH:33][CH:34]=1)[C:23]1[CH:28]=[CH:27][CH:26]=[CH:25][CH:24]=1. The catalyst class is: 278. (2) Reactant: [CH:1]1([CH2:4][N:5]2[CH:9]=[C:8]([CH:10]=[O:11])[N:7]=[CH:6]2)[CH2:3][CH2:2]1.C(=O)([O-])[O-].[K+].[K+].[F:18][C:19]([Si](C)(C)C)([F:21])[F:20]. Product: [CH:1]1([CH2:4][N:5]2[CH:9]=[C:8]([CH:10]([OH:11])[C:19]([F:21])([F:20])[F:18])[N:7]=[CH:6]2)[CH2:2][CH2:3]1. The catalyst class is: 9. (3) Reactant: [CH3:1][C:2]1[NH:6][C:5](=[O:7])[NH:4][C:3]=1[C:8]([O:10]CC)=[O:9]. The catalyst class is: 74. Product: [CH3:1][C:2]1[NH:6][C:5](=[O:7])[NH:4][C:3]=1[C:8]([OH:10])=[O:9]. (4) Reactant: [CH3:1][N:2]([CH3:16])[S:3]([C:6]1[CH:13]=[CH:12][C:9]([CH:10]=[O:11])=[CH:8][C:7]=1[O:14][CH3:15])(=[O:5])=[O:4].[BH4-].[Na+]. Product: [CH3:1][N:2]([CH3:16])[S:3]([C:6]1[CH:13]=[CH:12][C:9]([CH2:10][OH:11])=[CH:8][C:7]=1[O:14][CH3:15])(=[O:4])=[O:5]. The catalyst class is: 1.